From a dataset of Full USPTO retrosynthesis dataset with 1.9M reactions from patents (1976-2016). Predict the reactants needed to synthesize the given product. (1) The reactants are: [OH:1][CH2:2][CH2:3][O:4][CH:5]1[CH:10]([C:11]2[CH:16]=[CH:15][C:14]([O:17][CH2:18][CH2:19][CH2:20][O:21][CH2:22][C:23]3[CH:28]=[CH:27][CH:26]=[CH:25][C:24]=3[O:29][CH3:30])=[CH:13][CH:12]=2)[CH2:9][CH2:8][N:7]([C:31]([O:33][C:34]([CH3:37])([CH3:36])[CH3:35])=[O:32])[CH2:6]1.[H-].[Na+].[Cl:40][C:41]1[C:46]([CH2:47][C:48]([O:50][CH3:51])=[O:49])=[C:45](Cl)[N:44]=[C:43]([CH3:53])[N:42]=1.O. Given the product [Cl:40][C:41]1[N:42]=[C:43]([CH3:53])[N:44]=[C:45]([O:1][CH2:2][CH2:3][O:4][CH:5]2[CH:10]([C:11]3[CH:12]=[CH:13][C:14]([O:17][CH2:18][CH2:19][CH2:20][O:21][CH2:22][C:23]4[CH:28]=[CH:27][CH:26]=[CH:25][C:24]=4[O:29][CH3:30])=[CH:15][CH:16]=3)[CH2:9][CH2:8][N:7]([C:31]([O:33][C:34]([CH3:37])([CH3:36])[CH3:35])=[O:32])[CH2:6]2)[C:46]=1[CH2:47][C:48]([O:50][CH3:51])=[O:49], predict the reactants needed to synthesize it. (2) The reactants are: [CH3:1][C:2]1[C:6]([CH2:7][O:8][C:9]2[CH:14]=[CH:13][C:12]([CH2:15][C:16]([O:18]C)=[O:17])=[CH:11][CH:10]=2)=[C:5]([CH3:20])[O:4][N:3]=1.[OH-].[Na+]. Given the product [CH3:1][C:2]1[C:6]([CH2:7][O:8][C:9]2[CH:14]=[CH:13][C:12]([CH2:15][C:16]([OH:18])=[O:17])=[CH:11][CH:10]=2)=[C:5]([CH3:20])[O:4][N:3]=1, predict the reactants needed to synthesize it. (3) Given the product [NH2:1][CH2:2][C@H:3]1[C@H:4]2[C@@:8]([CH3:22])([C:7]([C:24]3[O:25][CH:26]=[CH:27][CH:28]=3)=[CH:6][CH2:5]2)[CH2:9][CH2:10][C@@H:11]1[C@@:12]1([CH3:21])[CH2:17][CH2:16][C@H:15]([OH:18])[CH2:14][C@@H:13]1[CH2:19][OH:20], predict the reactants needed to synthesize it. The reactants are: [NH2:1][CH2:2][C@@H:3]1[C@@H:11]([C@@:12]2([CH3:21])[CH2:17][CH2:16][C@H:15]([OH:18])[CH2:14][C@@H:13]2[CH2:19][OH:20])[CH2:10][CH2:9][C@@:8]2([CH3:22])[C@H:4]1[CH2:5][CH2:6][C@:7]2([C:24]1[O:25][CH:26]=[CH:27][CH:28]=1)O.O.C1(C)C=CC(S(O)(=O)=O)=CC=1. (4) Given the product [C:1]([NH:8][CH2:9][CH2:10][CH2:11][C@:12]([C@@H:21]1[CH2:26][CH2:25][CH2:24][N:23]([C:27]([O:29][C:30]([CH3:33])([CH3:32])[CH3:31])=[O:28])[CH2:22]1)([C:14]1[CH:19]=[CH:18][CH:17]=[C:16]([Cl:20])[CH:15]=1)[OH:13])(=[O:2])[CH3:3], predict the reactants needed to synthesize it. The reactants are: [C:1](O)([C:3](F)(F)F)=[O:2].[NH2:8][CH2:9][CH2:10][CH2:11][C@:12]([C@@H:21]1[CH2:26][CH2:25][CH2:24][N:23]([C:27]([O:29][C:30]([CH3:33])([CH3:32])[CH3:31])=[O:28])[CH2:22]1)([C:14]1[CH:19]=[CH:18][CH:17]=[C:16]([Cl:20])[CH:15]=1)[OH:13].C(N(CC)CC)C.C(OC(=O)C)(=O)C. (5) Given the product [Cl:1][C:2]1[CH:10]=[C:9]2[C:5]([C:6]([C:15]([N:17]3[CH2:22][CH2:21][CH:20]([C:23]4[C:24]([O:31][CH3:32])=[CH:25][CH:26]=[CH:27][C:28]=4[O:29][CH3:30])[CH2:19][CH2:18]3)=[O:16])=[CH:7][N:8]2[CH2:11][C:12]([NH2:33])=[O:14])=[CH:4][CH:3]=1, predict the reactants needed to synthesize it. The reactants are: [Cl:1][C:2]1[CH:10]=[C:9]2[C:5]([C:6]([C:15]([N:17]3[CH2:22][CH2:21][CH:20]([C:23]4[C:28]([O:29][CH3:30])=[CH:27][CH:26]=[CH:25][C:24]=4[O:31][CH3:32])[CH2:19][CH2:18]3)=[O:16])=[CH:7][N:8]2[CH2:11][C:12]([OH:14])=O)=[CH:4][CH:3]=1.[NH3:33]. (6) Given the product [CH:34]([O:33][C:29]1[CH:28]=[C:27]([CH:32]=[CH:31][CH:30]=1)[CH2:26][C:15]1[C:16]2[C:21](=[CH:20][C:19]([O:22][CH3:23])=[C:18]([O:24][CH3:25])[CH:17]=2)[C:12]([CH2:10][OH:9])=[CH:13][N:14]=1)([CH2:36][CH3:37])[CH3:35], predict the reactants needed to synthesize it. The reactants are: [H-].[Al+3].[Li+].[H-].[H-].[H-].C([O:9][C:10]([C:12]1[C:21]2[C:16](=[CH:17][C:18]([O:24][CH3:25])=[C:19]([O:22][CH3:23])[CH:20]=2)[C:15]([CH2:26][C:27]2[CH:32]=[CH:31][CH:30]=[C:29]([O:33][CH:34]([CH2:36][CH3:37])[CH3:35])[CH:28]=2)=[N:14][CH:13]=1)=O)C. (7) Given the product [CH:1]([C:3]1[CH:4]=[C:5]([CH:10]=[CH:11][C:12]=1[O:13][CH:26]([CH3:28])[CH3:27])[C:6]([O:8][CH3:9])=[O:7])=[O:2], predict the reactants needed to synthesize it. The reactants are: [CH:1]([C:3]1[CH:4]=[C:5]([CH:10]=[CH:11][C:12]=1[OH:13])[C:6]([O:8][CH3:9])=[O:7])=[O:2].C(=O)([O-])[O-].[K+].[K+].CN(C)C=O.I[CH:26]([CH3:28])[CH3:27]. (8) Given the product [N:15]1([CH2:14][CH2:13][NH:12][C:11](=[O:20])/[CH:10]=[CH:9]\[C@@H:8]([NH:7][C:6]([NH:54][C:58]2[CH:57]=[CH:56][C:55]([C:36]3[CH:41]=[CH:40][CH:39]=[CH:38][CH:37]=3)=[CH:64][CH:63]=2)=[O:28])[CH2:21][C:22]2[CH:23]=[CH:24][CH:25]=[CH:26][CH:27]=2)[CH2:16][CH2:17][CH2:18][CH2:19]1, predict the reactants needed to synthesize it. The reactants are: C(O[C:6](=[O:28])[NH:7][C@@H:8]([CH2:21][C:22]1[CH:27]=[CH:26][CH:25]=[CH:24][CH:23]=1)/[CH:9]=[CH:10]\[C:11](=[O:20])[NH:12][CH2:13][CH2:14][N:15]1[CH2:19][CH2:18][CH2:17][CH2:16]1)(C)(C)C.COC(=O)/C=C\[C@@H](NC(OC(C)(C)C)=O)C[C:36]1[CH:41]=[CH:40][CH:39]=[CH:38][CH:37]=1.NCC[N:54]1[CH2:58][CH2:57][CH2:56][CH2:55]1.C[Al](C)C.[C:63]1(C)C=CC=C[CH:64]=1. (9) The reactants are: [F:1][C:2]1[C:3]([N+:14]([O-])=O)=[C:4]([CH2:8][C:9](OCC)=[O:10])[CH:5]=[CH:6][CH:7]=1. Given the product [F:1][C:2]1[CH:7]=[CH:6][CH:5]=[C:4]2[C:3]=1[NH:14][C:9](=[O:10])[CH2:8]2, predict the reactants needed to synthesize it.